This data is from Forward reaction prediction with 1.9M reactions from USPTO patents (1976-2016). The task is: Predict the product of the given reaction. (1) The product is: [F:22][C:2]([F:1])([F:21])[CH2:3][S:4]([C:5]1[CH:10]=[C:9]([C:11]2[C:12]([C:16]([F:17])([F:18])[F:19])=[N:13][NH:14][CH:15]=2)[CH:8]=[CH:7][C:6]=1[CH3:20])=[O:24]. Given the reactants [F:1][C:2]([F:22])([F:21])[CH2:3][S:4][C:5]1[CH:10]=[C:9]([C:11]2[C:12]([C:16]([F:19])([F:18])[F:17])=[N:13][NH:14][CH:15]=2)[CH:8]=[CH:7][C:6]=1[CH3:20].S([O-])([O-])=[O:24].[Na+].[Na+], predict the reaction product. (2) Given the reactants [CH:1]([N:4]1[CH2:9][CH2:8][CH:7]([O:10][C:11]2[CH:16]=[CH:15][C:14]([C:17]3([C:23]#[N:24])[CH2:22][CH2:21][O:20][CH2:19][CH2:18]3)=[CH:13][CH:12]=2)[CH2:6][CH2:5]1)([CH3:3])[CH3:2].C([O-])(O)=[O:26].[Na+], predict the reaction product. The product is: [NH3:4].[CH:1]([N:4]1[CH2:9][CH2:8][CH:7]([O:10][C:11]2[CH:16]=[CH:15][C:14]([C:17]3([C:23]([NH2:24])=[O:26])[CH2:18][CH2:19][O:20][CH2:21][CH2:22]3)=[CH:13][CH:12]=2)[CH2:6][CH2:5]1)([CH3:3])[CH3:2]. (3) Given the reactants [CH:1]1[CH:2]=[CH:3][N:4]2[C:10]=1[CH2:9][NH:8][C:7]1[CH:11]=[CH:12][CH:13]=[N:14][C:6]=1[CH2:5]2.[C:15]1([C:21]2[CH:29]=[CH:28][C:24]([C:25](Cl)=[O:26])=[CH:23][CH:22]=2)[CH:20]=[CH:19][CH:18]=[CH:17][CH:16]=1.C(N(CC)CC)C, predict the reaction product. The product is: [C:21]1([C:15]2[CH:16]=[CH:17][CH:18]=[CH:19][CH:20]=2)[CH:22]=[CH:23][C:24]([C:25]([N:8]2[CH2:9][C:10]3[N:4]([CH:3]=[CH:2][CH:1]=3)[CH2:5][C:6]3[N:14]=[CH:13][CH:12]=[CH:11][C:7]2=3)=[O:26])=[CH:28][CH:29]=1. (4) The product is: [C:11]([C:6]1[CH:5]=[C:4]2[C:9](=[CH:8][CH:7]=1)[NH:1][C:2](=[O:10])[CH2:3]2)(=[O:13])[CH3:12]. Given the reactants [NH:1]1[C:9]2[C:4](=[CH:5][CH:6]=[CH:7][CH:8]=2)[CH2:3][C:2]1=[O:10].[C:11](Cl)(=[O:13])[CH3:12], predict the reaction product. (5) The product is: [CH:17]1([NH:20][CH2:6][C:5]2[CH:8]=[C:9]([O:11][CH2:12][CH2:13][CH2:14][O:15][CH3:16])[CH:10]=[C:3]([O:2][CH3:1])[CH:4]=2)[CH2:19][CH2:18]1. Given the reactants [CH3:1][O:2][C:3]1[CH:4]=[C:5]([CH:8]=[C:9]([O:11][CH2:12][CH2:13][CH2:14][O:15][CH3:16])[CH:10]=1)[CH:6]=O.[CH:17]1([NH2:20])[CH2:19][CH2:18]1, predict the reaction product. (6) Given the reactants [CH2:1]([O:3][C:4](=[O:37])[CH2:5][CH2:6][CH2:7][O:8][C:9]1[CH:14]=[CH:13][CH:12]=[C:11]([CH2:15][CH2:16][CH2:17][CH2:18][CH2:19][CH2:20][O:21][C:22]2[CH:27]=[C:26]([OH:28])[CH:25]=[C:24]([Br:29])[CH:23]=2)[C:10]=1[CH2:30][CH2:31][C:32]([O:34][CH2:35][CH3:36])=[O:33])[CH3:2].C(=O)([O-])[O-].[K+].[K+].CN(C)C=O.I[CH2:50][CH3:51], predict the reaction product. The product is: [CH2:1]([O:3][C:4](=[O:37])[CH2:5][CH2:6][CH2:7][O:8][C:9]1[CH:14]=[CH:13][CH:12]=[C:11]([CH2:15][CH2:16][CH2:17][CH2:18][CH2:19][CH2:20][O:21][C:22]2[CH:27]=[C:26]([O:28][CH2:50][CH3:51])[CH:25]=[C:24]([Br:29])[CH:23]=2)[C:10]=1[CH2:30][CH2:31][C:32]([O:34][CH2:35][CH3:36])=[O:33])[CH3:2]. (7) Given the reactants [C:1]1(P(C2C=CC=CC=2)C2C=CC=CC=2)C=CC=CC=1.C(Br)(Br)(Br)Br.[CH3:25][Si:26]([CH3:36])([CH3:35])[C:27]1[CH:28]=[C:29]([CH:32]=[CH:33][CH:34]=1)[CH:30]=O.C([Li])CCC, predict the reaction product. The product is: [C:30]([C:29]1[CH:28]=[C:27]([Si:26]([CH3:36])([CH3:35])[CH3:25])[CH:34]=[CH:33][CH:32]=1)#[CH:1]. (8) Given the reactants [CH3:1][N:2]([CH3:13])[CH2:3][C:4]1[CH:9]=[CH:8][C:7]([O:10][CH3:11])=[C:6]([OH:12])[CH:5]=1.[CH3:14][I:15], predict the reaction product. The product is: [I-:15].[CH3:13][N+:2]([CH3:14])([CH3:1])[CH2:3][C:4]1[CH:9]=[CH:8][C:7]([O:10][CH3:11])=[C:6]([OH:12])[CH:5]=1. (9) Given the reactants [Br:1][C:2]1[CH:7]=[CH:6][CH:5]=[CH:4][CH:3]=1.[C:8](Cl)(=[O:12])[C:9]([CH3:11])=[CH2:10].[Cl-].[Al+3].[Cl-].[Cl-], predict the reaction product. The product is: [Br:1][C:2]1[CH:7]=[CH:6][C:5]([C:8](=[O:12])[C:9]([CH3:11])=[CH2:10])=[CH:4][CH:3]=1. (10) Given the reactants C([O:4][C@H:5]1[CH2:22][CH2:21][C@@:20]2([CH3:23])[C:7](=[CH:8][CH2:9][C@@H:10]3[C@@H:19]2[CH2:18][CH2:17][C@@:15]2([CH3:16])[C@H:11]3[CH2:12][CH:13]=[C:14]2[N:24]2[CH:28]=[CH:27][N:26]=[CH:25]2)[CH2:6]1)(=O)C, predict the reaction product. The product is: [OH:4][C@H:5]1[CH2:22][CH2:21][C@@:20]2([CH3:23])[C:7](=[CH:8][CH2:9][C@@H:10]3[C@@H:19]2[CH2:18][CH2:17][C@@:15]2([CH3:16])[C@H:11]3[CH2:12][CH:13]=[C:14]2[N:24]2[CH:28]=[CH:27][N:26]=[CH:25]2)[CH2:6]1.